From a dataset of Catalyst prediction with 721,799 reactions and 888 catalyst types from USPTO. Predict which catalyst facilitates the given reaction. Reactant: [OH:1][CH:2]1[CH2:7][CH2:6][CH2:5][CH2:4][CH:3]1[NH:8][C:9](=[O:18])[O:10][CH2:11][C:12]1[CH:17]=[CH:16][CH:15]=[CH:14][CH:13]=1.CC(C)=O.OS(O)(=O)=O.O=[Cr](=O)=O.C(=O)([O-])[O-].[Na+].[Na+].[Na]. Product: [O:1]=[C:2]1[CH2:7][CH2:6][CH2:5][CH2:4][CH:3]1[NH:8][C:9](=[O:18])[O:10][CH2:11][C:12]1[CH:13]=[CH:14][CH:15]=[CH:16][CH:17]=1. The catalyst class is: 95.